From a dataset of Forward reaction prediction with 1.9M reactions from USPTO patents (1976-2016). Predict the product of the given reaction. (1) The product is: [C@@H:13]1([NH:23][CH2:6][C:5]2[CH:8]=[CH:9][CH:10]=[C:3]([C:2]([F:12])([F:11])[F:1])[CH:4]=2)[C:22]2[C:17](=[CH:18][CH:19]=[CH:20][CH:21]=2)[CH2:16][CH2:15][CH2:14]1. Given the reactants [F:1][C:2]([F:12])([F:11])[C:3]1[CH:4]=[C:5]([CH:8]=[CH:9][CH:10]=1)[CH:6]=O.[C@@H:13]1([NH2:23])[C:22]2[C:17](=[CH:18][CH:19]=[CH:20][CH:21]=2)[CH2:16][CH2:15][CH2:14]1, predict the reaction product. (2) Given the reactants [CH3:1][C:2]1[CH:7]=[CH:6][C:5]([C:8]2[C:9]([C:14]([OH:16])=O)=[CH:10][CH:11]=[CH:12][CH:13]=2)=[CH:4][CH:3]=1.C1C=CC2N(O)N=NC=2C=1.CCN=C=NCCCN(C)C.Cl.[N:39]1[CH:44]=[CH:43][CH:42]=[CH:41][C:40]=1[CH2:45][C:46]1[CH:51]=[CH:50][C:49]([NH2:52])=[CH:48][CH:47]=1, predict the reaction product. The product is: [CH3:1][C:2]1[CH:3]=[CH:4][C:5]([C:8]2[C:9]([C:14]([NH:52][C:49]3[CH:48]=[CH:47][C:46]([CH2:45][C:40]4[CH:41]=[CH:42][CH:43]=[CH:44][N:39]=4)=[CH:51][CH:50]=3)=[O:16])=[CH:10][CH:11]=[CH:12][CH:13]=2)=[CH:6][CH:7]=1. (3) Given the reactants [CH3:1][C@@H:2]1[O:7][C:6]2[N:8]=[CH:9][C:10]([NH2:12])=[CH:11][C:5]=2[N:4]([S:13]([C:16]2[CH:17]=[C:18]([CH3:22])[CH:19]=[CH:20][CH:21]=2)(=[O:15])=[O:14])[CH2:3]1.C(N(CC)C(C)C)(C)C.[Cl:32][C:33]1[CH:41]=[CH:40][CH:39]=[C:38]([F:42])[C:34]=1[C:35](Cl)=[O:36], predict the reaction product. The product is: [Cl:32][C:33]1[CH:41]=[CH:40][CH:39]=[C:38]([F:42])[C:34]=1[C:35]([NH:12][C:10]1[CH:9]=[N:8][C:6]2[O:7][C@@H:2]([CH3:1])[CH2:3][N:4]([S:13]([C:16]3[CH:17]=[C:18]([CH3:22])[CH:19]=[CH:20][CH:21]=3)(=[O:14])=[O:15])[C:5]=2[CH:11]=1)=[O:36]. (4) Given the reactants Cl[C:2]1[N:7]2[N:8]=[C:9]([C:23]3[CH:28]=[CH:27][N:26]=[C:25]([NH:29][CH:30]4[CH2:34][CH2:33][CH2:32][CH2:31]4)[N:24]=3)[C:10]([C:11]3[CH:16]=[CH:15][N:14]=[C:13]([NH:17][CH:18]4[CH2:22][CH2:21][CH2:20][CH2:19]4)[N:12]=3)=[C:6]2[CH:5]=[CH:4][CH:3]=1.C1(P(C2C=CC=CC=2)C2C=CC3C(=CC=CC=3)C=2C2C3C(=CC=CC=3)C=CC=2P(C2C=CC=CC=2)C2C=CC=CC=2)C=CC=CC=1.C(=O)([O-])[O-].[Cs+].[Cs+].C(OCC)(=O)C.[CH:93]1([NH2:98])[CH2:97][CH2:96][CH2:95][CH2:94]1, predict the reaction product. The product is: [CH:93]1([NH:98][C:2]2[N:7]3[N:8]=[C:9]([C:23]4[CH:28]=[CH:27][N:26]=[C:25]([NH:29][CH:30]5[CH2:34][CH2:33][CH2:32][CH2:31]5)[N:24]=4)[C:10]([C:11]4[CH:16]=[CH:15][N:14]=[C:13]([NH:17][CH:18]5[CH2:22][CH2:21][CH2:20][CH2:19]5)[N:12]=4)=[C:6]3[CH:5]=[CH:4][CH:3]=2)[CH2:97][CH2:96][CH2:95][CH2:94]1. (5) Given the reactants Br[C:2]1[CH:10]=[C:9]2[C:5]([C:6]([C:18]3[N:22]([C:23]([O:25][C:26]([CH3:29])([CH3:28])[CH3:27])=[O:24])[C:21]4[CH:30]=[CH:31][CH:32]=[C:33]([N:34]5[CH2:39][CH2:38][N:37]([CH3:40])[CH2:36][CH2:35]5)[C:20]=4[N:19]=3)=[N:7][N:8]2[C:11]([O:13][C:14]([CH3:17])([CH3:16])[CH3:15])=[O:12])=[CH:4][CH:3]=1.O.[C:42]([O:46][C:47]([NH:49][CH2:50][C:51]1[CH:56]=[CH:55][C:54](B(O)O)=[CH:53][CH:52]=1)=[O:48])([CH3:45])([CH3:44])[CH3:43].C([O-])([O-])=O.[Na+].[Na+], predict the reaction product. The product is: [C:26]([O:25][C:23]([N:22]1[C:21]2[CH:30]=[CH:31][CH:32]=[C:33]([N:34]3[CH2:39][CH2:38][N:37]([CH3:40])[CH2:36][CH2:35]3)[C:20]=2[N:19]=[C:18]1[C:6]1[C:5]2[C:9](=[CH:10][C:2]([C:54]3[CH:53]=[CH:52][C:51]([CH2:50][NH:49][C:47]([O:46][C:42]([CH3:45])([CH3:44])[CH3:43])=[O:48])=[CH:56][CH:55]=3)=[CH:3][CH:4]=2)[N:8]([C:11]([O:13][C:14]([CH3:15])([CH3:16])[CH3:17])=[O:12])[N:7]=1)=[O:24])([CH3:28])([CH3:27])[CH3:29]. (6) The product is: [Br:12][C:8]1[N:6]2[N:7]=[C:2]([Cl:1])[C:3]([CH3:11])=[CH:4][C:5]2=[N:10][CH:9]=1. Given the reactants [Cl:1][C:2]1[C:3]([CH3:11])=[CH:4][C:5]2[N:6]([CH:8]=[CH:9][N:10]=2)[N:7]=1.[Br:12]Br, predict the reaction product.